This data is from Catalyst prediction with 721,799 reactions and 888 catalyst types from USPTO. The task is: Predict which catalyst facilitates the given reaction. (1) Reactant: [OH:1][CH:2]([C:6]1[S:10][C:9]([C:11](=O)[CH2:12][CH2:13][C:14](=O)[CH:15]([C:23]2[CH:28]=[CH:27][C:26]([S:29][CH3:30])=[CH:25][N:24]=2)[CH2:16][CH:17]2[CH2:22][CH2:21][O:20][CH2:19][CH2:18]2)=[N:8][CH:7]=1)[CH2:3][O:4][CH3:5].C([O-])(=O)C.[NH4+:37].C(=O)([O-])O.[Na+]. Product: [CH3:5][O:4][CH2:3][CH:2]([C:6]1[S:10][C:9]([C:11]2[NH:37][C:14]([CH:15]([C:23]3[CH:28]=[CH:27][C:26]([S:29][CH3:30])=[CH:25][N:24]=3)[CH2:16][CH:17]3[CH2:22][CH2:21][O:20][CH2:19][CH2:18]3)=[CH:13][CH:12]=2)=[N:8][CH:7]=1)[OH:1]. The catalyst class is: 342. (2) Reactant: C1COCC1.[H-].[H-].[H-].[H-].[Li+].[Al+3].[C:12]([O:16][C:17]([NH:19][CH2:20][CH2:21][C@H:22]([C:24]1[CH:25]=[C:26]([CH:41]=[CH:42][CH:43]=1)[O:27][CH2:28][C@@H:29]1[CH2:33][CH2:32][CH2:31][N:30]1[C:34](OC(C)(C)C)=O)[OH:23])=[O:18])([CH3:15])([CH3:14])[CH3:13]. Product: [OH:23][C@@H:22]([C:24]1[CH:43]=[CH:42][CH:41]=[C:26]([O:27][CH2:28][C@@H:29]2[CH2:33][CH2:32][CH2:31][N:30]2[CH3:34])[CH:25]=1)[CH2:21][CH2:20][NH:19][C:17](=[O:18])[O:16][C:12]([CH3:14])([CH3:13])[CH3:15]. The catalyst class is: 100. (3) Reactant: [Br:1][C:2]1[CH:7]=[CH:6][C:5]([OH:8])=[CH:4][CH:3]=1.[F:9][C:10]1[CH:11]=[C:12](B(O)O)[CH:13]=[CH:14][CH:15]=1.CCN(CC)CC. Product: [Br:1][C:2]1[CH:7]=[CH:6][C:5]([O:8][C:14]2[CH:13]=[CH:12][CH:11]=[C:10]([F:9])[CH:15]=2)=[CH:4][CH:3]=1. The catalyst class is: 749. (4) Reactant: [CH:1]([C:4]1[CH:22]=[CH:21][C:7]([CH2:8][N:9]2[CH2:14][CH2:13][N:12]([CH2:15][C:16](OCC)=[O:17])[CH2:11][CH2:10]2)=[CH:6][CH:5]=1)([CH3:3])[CH3:2].[NH2:23][NH2:24]. Product: [CH:1]([C:4]1[CH:22]=[CH:21][C:7]([CH2:8][N:9]2[CH2:14][CH2:13][N:12]([CH2:15][C:16]([NH:23][NH2:24])=[O:17])[CH2:11][CH2:10]2)=[CH:6][CH:5]=1)([CH3:3])[CH3:2]. The catalyst class is: 8. (5) Reactant: [NH2:1][CH2:2][CH:3]([C:5]1[CH:10]=[CH:9][C:8]([Br:11])=[CH:7][CH:6]=1)[OH:4].CCN(CC)CC.[S:19](Cl)([C:22]1[CH:28]=[CH:27][C:25]([CH3:26])=[CH:24][CH:23]=1)(=[O:21])=[O:20]. Product: [Br:11][C:8]1[CH:9]=[CH:10][C:5]([CH:3]([OH:4])[CH2:2][NH:1][S:19]([C:22]2[CH:28]=[CH:27][C:25]([CH3:26])=[CH:24][CH:23]=2)(=[O:21])=[O:20])=[CH:6][CH:7]=1. The catalyst class is: 2. (6) Reactant: [Br:1][C:2]1[CH:3]=[CH:4][C:5]([Cl:9])=[C:6]([SH:8])[CH:7]=1.[H-].[Na+].I[CH3:13]. Product: [Br:1][C:2]1[CH:3]=[CH:4][C:5]([Cl:9])=[C:6]([S:8][CH3:13])[CH:7]=1. The catalyst class is: 20. (7) The catalyst class is: 271. Reactant: [F:1][C:2]1[CH:3]=[N:4][C:5]2[C:10]([C:11]=1[CH2:12][CH2:13][N:14]1[CH2:20][C@H:19]3[C@H:16]([CH2:17][C@@H:18]3[NH2:21])[CH2:15]1)=[N:9][C:8]([O:22][CH3:23])=[CH:7][CH:6]=2.[O-]S([O-])(=O)=O.[Na+].[Na+].[O:31]=[C:32]1[CH2:37][S:36][C:35]2[CH:38]=[CH:39][C:40]([CH:42]=O)=[N:41][C:34]=2[NH:33]1.[BH4-].[Na+]. Product: [F:1][C:2]1[CH:3]=[N:4][C:5]2[C:10]([C:11]=1[CH2:12][CH2:13][N:14]1[CH2:20][C@H:19]3[C@H:16]([CH2:17][C@@H:18]3[NH:21][CH2:42][C:40]3[CH:39]=[CH:38][C:35]4[S:36][CH2:37][C:32](=[O:31])[NH:33][C:34]=4[N:41]=3)[CH2:15]1)=[N:9][C:8]([O:22][CH3:23])=[CH:7][CH:6]=2. (8) Reactant: [C:1]([O:4][CH2:5][O:6][C:7]1[C:8]([C:15]([NH:17][C@H:18]2[CH2:26][O:25][C:24](=[O:27])[C@H:23]([CH2:28][C:29]3[CH:34]=[CH:33][CH:32]=[CH:31][CH:30]=3)[C@@H:22]([O:35][CH2:36][C:37]([CH3:39])=[CH2:38])[C@H:21]([CH3:40])[O:20][C:19]2=[O:41])=[O:16])=[N:9][CH:10]=[CH:11][C:12]=1[O:13][CH3:14])(=[O:3])[CH3:2].[H][H]. Product: [C:1]([O:4][CH2:5][O:6][C:7]1[C:8]([C:15]([NH:17][C@H:18]2[CH2:26][O:25][C:24](=[O:27])[C@H:23]([CH2:28][C:29]3[CH:30]=[CH:31][CH:32]=[CH:33][CH:34]=3)[C@@H:22]([O:35][CH2:36][CH:37]([CH3:38])[CH3:39])[C@H:21]([CH3:40])[O:20][C:19]2=[O:41])=[O:16])=[N:9][CH:10]=[CH:11][C:12]=1[O:13][CH3:14])(=[O:3])[CH3:2]. The catalyst class is: 153. (9) Reactant: Br[C:2]1[CH:3]=[C:4]2[C:8](=[C:9]([C:11]([NH2:13])=[O:12])[CH:10]=1)[NH:7][CH:6]=[C:5]2[CH:14]1[CH2:19][CH2:18][N:17]([S:20]([CH2:23][CH3:24])(=[O:22])=[O:21])[CH2:16][CH2:15]1.[C:25]([CH2:27][C:28]1[CH:33]=[CH:32][C:31](B(O)O)=[CH:30][CH:29]=1)#[N:26].[C:37](=O)([O-])[O-].[K+].[K+]. Product: [CH2:23]([S:20]([N:17]1[CH2:18][CH2:19][CH:14]([C:5]2[C:4]3[C:8](=[C:9]([C:11]([NH2:13])=[O:12])[CH:10]=[C:2]([C:31]4[CH:32]=[CH:33][C:28]([CH2:27][CH2:25][NH:26][CH3:37])=[CH:29][CH:30]=4)[CH:3]=3)[NH:7][CH:6]=2)[CH2:15][CH2:16]1)(=[O:22])=[O:21])[CH3:24]. The catalyst class is: 667. (10) Product: [Br:1][C:2]1[CH:11]=[C:10]2[C:5]([C:6]([Cl:14])=[N:7][CH:8]=[N:9]2)=[CH:4][CH:3]=1. The catalyst class is: 265. Reactant: [Br:1][C:2]1[CH:11]=[C:10]2[C:5]([C:6](O)=[N:7][CH:8]=[N:9]2)=[CH:4][CH:3]=1.P(Cl)(Cl)(Cl)(Cl)[Cl:14].